From a dataset of Full USPTO retrosynthesis dataset with 1.9M reactions from patents (1976-2016). Predict the reactants needed to synthesize the given product. (1) Given the product [NH2:19][C:15]1[C:16]([C:17]#[N:18])=[C:4]2[CH:5]=[CH:6][CH:7]=[CH:8][N:3]2[N:2]=1, predict the reactants needed to synthesize it. The reactants are: [I-].[NH2:2][N+:3]1[CH:8]=[CH:7][CH:6]=[CH:5][CH:4]=1.C(=O)([O-])[O-].[K+].[K+].[C:15](#[N:19])[CH2:16][C:17]#[N:18]. (2) Given the product [C:9]([N:6]1[C:7]([Cl:8])=[C:3]([CH2:2][SH:18])[C:4]([C:13]([F:16])([F:15])[F:14])=[N:5]1)([CH3:12])([CH3:11])[CH3:10], predict the reactants needed to synthesize it. The reactants are: Br[CH2:2][C:3]1[C:4]([C:13]([F:16])([F:15])[F:14])=[N:5][N:6]([C:9]([CH3:12])([CH3:11])[CH3:10])[C:7]=1[Cl:8].O.[SH-:18].[Na+].O. (3) Given the product [C:1]([C:5]1[CH:10]=[CH:9][C:8]([C:11]2[CH:19]=[CH:18][CH:17]=[C:16]3[C:12]=2[CH2:13][C:14]([CH2:21][C:22]2([CH3:27])[CH2:26][CH2:25][CH2:24][CH2:23]2)=[CH:15]3)=[CH:7][CH:6]=1)([CH3:4])([CH3:2])[CH3:3], predict the reactants needed to synthesize it. The reactants are: [C:1]([C:5]1[CH:10]=[CH:9][C:8]([C:11]2[CH:19]=[CH:18][CH:17]=[C:16]3[C:12]=2[CH2:13][CH:14]([CH2:21][C:22]2([CH3:27])[CH2:26][CH2:25][CH2:24][CH2:23]2)[C:15]3=O)=[CH:7][CH:6]=1)([CH3:4])([CH3:3])[CH3:2].[BH4-].[Na+].C1(C)C=CC=CC=1.OS(O)(=O)=O. (4) Given the product [Cl:12][C:11]1[C:2]([NH:1][C:34](=[O:35])[CH2:33][CH2:32][C:26]2[CH:31]=[CH:30][CH:29]=[CH:28][CH:27]=2)=[C:3]2[C:8](=[CH:9][CH:10]=1)[N:7]=[C:6]([N:13]1[CH2:14][CH2:15][NH:16][CH2:17][CH2:18]1)[CH:5]=[CH:4]2, predict the reactants needed to synthesize it. The reactants are: [NH2:1][C:2]1[C:11]([Cl:12])=[CH:10][CH:9]=[C:8]2[C:3]=1[CH:4]=[CH:5][C:6]([N:13]1[CH2:18][CH2:17][N:16](C(OC(C)(C)C)=O)[CH2:15][CH2:14]1)=[N:7]2.[C:26]1([CH2:32][CH2:33][C:34](O)=[O:35])[CH:31]=[CH:30][CH:29]=[CH:28][CH:27]=1. (5) The reactants are: Cl.[CH3:2][C:3]1[CH:15]=[C:14]([N+:16]([O-])=O)[C:13]2[C:12]3[C:7](=[CH:8][C:9]([CH3:19])=[CH:10][CH:11]=3)[C:6]([CH3:21])([CH3:20])[C:5]=2[CH:4]=1.[Sn].[OH-].[Na+]. Given the product [CH3:2][C:3]1[CH:15]=[C:14]([NH2:16])[C:13]2[C:12]3[C:7](=[CH:8][C:9]([CH3:19])=[CH:10][CH:11]=3)[C:6]([CH3:21])([CH3:20])[C:5]=2[CH:4]=1, predict the reactants needed to synthesize it. (6) Given the product [CH:8]([O:7][P:5]([CH2:11][O:12][CH2:13][N:14]1[C:22]([CH2:23][CH2:24][CH2:25][NH2:26])=[N:21][C:20]2[C:15]1=[N:16][C:17]([C:32]([C:33]1[CH:34]=[CH:35][CH:36]=[CH:37][CH:38]=1)([C:45]1[CH:46]=[CH:47][CH:48]=[CH:49][CH:50]=1)[C:39]1[CH:40]=[CH:41][CH:42]=[CH:43][CH:44]=1)=[N:18][C:19]=2[NH:29][O:30][CH3:31])([O:4][CH:1]([CH3:3])[CH3:2])=[O:6])([CH3:9])[CH3:10], predict the reactants needed to synthesize it. The reactants are: [CH:1]([O:4][P:5]([CH2:11][O:12][CH2:13][N:14]1[C:22]([CH2:23][CH2:24][CH2:25][N:26]=[N+]=[N-])=[N:21][C:20]2[C:15]1=[N:16][C:17]([C:32]([C:45]1[CH:50]=[CH:49][CH:48]=[CH:47][CH:46]=1)([C:39]1[CH:44]=[CH:43][CH:42]=[CH:41][CH:40]=1)[C:33]1[CH:38]=[CH:37][CH:36]=[CH:35][CH:34]=1)=[N:18][C:19]=2[NH:29][O:30][CH3:31])([O:7][CH:8]([CH3:10])[CH3:9])=[O:6])([CH3:3])[CH3:2].C1(P(C2C=CC=CC=2)C2C=CC=CC=2)C=CC=CC=1.